The task is: Regression. Given two drug SMILES strings and cell line genomic features, predict the synergy score measuring deviation from expected non-interaction effect.. This data is from NCI-60 drug combinations with 297,098 pairs across 59 cell lines. (1) Drug 1: CC1=C(N=C(N=C1N)C(CC(=O)N)NCC(C(=O)N)N)C(=O)NC(C(C2=CN=CN2)OC3C(C(C(C(O3)CO)O)O)OC4C(C(C(C(O4)CO)O)OC(=O)N)O)C(=O)NC(C)C(C(C)C(=O)NC(C(C)O)C(=O)NCCC5=NC(=CS5)C6=NC(=CS6)C(=O)NCCC[S+](C)C)O. Drug 2: C1C(C(OC1N2C=NC3=C2NC=NCC3O)CO)O. Cell line: MALME-3M. Synergy scores: CSS=9.78, Synergy_ZIP=-1.23, Synergy_Bliss=0.288, Synergy_Loewe=-1.46, Synergy_HSA=0.213. (2) Drug 1: C1=CC(=CC=C1CCC2=CNC3=C2C(=O)NC(=N3)N)C(=O)NC(CCC(=O)O)C(=O)O. Drug 2: C1CN(P(=O)(OC1)NCCCl)CCCl. Cell line: KM12. Synergy scores: CSS=-7.24, Synergy_ZIP=-5.73, Synergy_Bliss=-19.8, Synergy_Loewe=-28.3, Synergy_HSA=-21.7. (3) Drug 1: CC1CCC2CC(C(=CC=CC=CC(CC(C(=O)C(C(C(=CC(C(=O)CC(OC(=O)C3CCCCN3C(=O)C(=O)C1(O2)O)C(C)CC4CCC(C(C4)OC)OCCO)C)C)O)OC)C)C)C)OC. Drug 2: CC1C(C(CC(O1)OC2CC(CC3=C2C(=C4C(=C3O)C(=O)C5=CC=CC=C5C4=O)O)(C(=O)C)O)N)O. Cell line: HCT116. Synergy scores: CSS=42.8, Synergy_ZIP=-2.51, Synergy_Bliss=-3.58, Synergy_Loewe=1.50, Synergy_HSA=1.62. (4) Drug 1: C1CCC(C1)C(CC#N)N2C=C(C=N2)C3=C4C=CNC4=NC=N3. Drug 2: N.N.Cl[Pt+2]Cl. Cell line: UO-31. Synergy scores: CSS=15.3, Synergy_ZIP=-5.11, Synergy_Bliss=-2.26, Synergy_Loewe=-1.78, Synergy_HSA=-0.00500. (5) Drug 2: B(C(CC(C)C)NC(=O)C(CC1=CC=CC=C1)NC(=O)C2=NC=CN=C2)(O)O. Cell line: MALME-3M. Drug 1: CN(C(=O)NC(C=O)C(C(C(CO)O)O)O)N=O. Synergy scores: CSS=61.5, Synergy_ZIP=-0.565, Synergy_Bliss=0.188, Synergy_Loewe=-23.9, Synergy_HSA=2.72.